Dataset: Full USPTO retrosynthesis dataset with 1.9M reactions from patents (1976-2016). Task: Predict the reactants needed to synthesize the given product. (1) Given the product [F:13][C:14]1[CH:15]=[N:16][CH:17]=[C:18]([F:20])[C:19]=1[CH:21]=[O:22], predict the reactants needed to synthesize it. The reactants are: C(NC(C)C)(C)C.C([Li])CCC.[F:13][C:14]1[CH:15]=[N:16][CH:17]=[C:18]([F:20])[CH:19]=1.[CH:21](OC)=[O:22].C([O-])(O)=O.[Na+]. (2) The reactants are: [CH3:1][N:2]1[C:6]([C:7]2(O)[CH2:16][CH2:15][C:10]3(OCC[O:11]3)[CH2:9][CH2:8]2)=[C:5]([N+:18]([O-:20])=[O:19])[CH:4]=[N:3]1.COCCN(S(F)(F)[F:31])CCOC.C([O-])(O)=O.[Na+].Cl. Given the product [F:31][C:7]1([C:6]2[N:2]([CH3:1])[N:3]=[CH:4][C:5]=2[N+:18]([O-:20])=[O:19])[CH2:16][CH2:15][C:10](=[O:11])[CH2:9][CH2:8]1, predict the reactants needed to synthesize it. (3) Given the product [OH:30][C@@H:28]1[CH2:29][C@H:26]([CH2:25][NH:17][C:18](=[O:24])[O:19][C:20]([CH3:22])([CH3:21])[CH3:23])[CH2:27]1, predict the reactants needed to synthesize it. The reactants are: CC(OC(OC(OC(C)(C)C)=O)=O)(C)C.C[N:17]([CH2:25][C@H:26]1[CH2:29][C@H:28]([O:30]C2C=CC(CN3CCCC3)=CC=2)[CH2:27]1)[C:18](=[O:24])[O:19][C:20]([CH3:23])([CH3:22])[CH3:21].NC[C@@H]1C[C@H](O)C1.CCN(CC)CC. (4) The reactants are: [CH:1]1([C:4]2[C:5]([C:30]3[CH:35]=[CH:34][CH:33]=[CH:32][CH:31]=3)=[C:6]([O:16][C:17]3[CH:22]=[CH:21][C:20](/[CH:23]=[CH:24]/[C:25]([O:27]CC)=[O:26])=[CH:19][CH:18]=3)[C:7]3[C:12]([CH:13]=2)=[CH:11][C:10]([O:14][CH3:15])=[CH:9][CH:8]=3)[CH2:3][CH2:2]1.[OH-].[Na+]. Given the product [CH:1]1([C:4]2[C:5]([C:30]3[CH:31]=[CH:32][CH:33]=[CH:34][CH:35]=3)=[C:6]([O:16][C:17]3[CH:22]=[CH:21][C:20](/[CH:23]=[CH:24]/[C:25]([OH:27])=[O:26])=[CH:19][CH:18]=3)[C:7]3[C:12]([CH:13]=2)=[CH:11][C:10]([O:14][CH3:15])=[CH:9][CH:8]=3)[CH2:3][CH2:2]1, predict the reactants needed to synthesize it. (5) Given the product [CH:8]1([C:14]([OH:15])=[C:2]([C:1]#[N:5])[C:3]#[N:4])[CH2:13][CH2:12][CH2:11][CH2:10][CH2:9]1, predict the reactants needed to synthesize it. The reactants are: [C:1](#[N:5])[CH2:2][C:3]#[N:4].[H-].[Na+].[CH:8]1([C:14](Cl)=[O:15])[CH2:13][CH2:12][CH2:11][CH2:10][CH2:9]1.Cl. (6) Given the product [CH2:17]([CH:24]1[CH2:29][CH2:28][N:27]([CH2:2][CH2:1][NH:3][C:4]([NH:6][C:14]2[CH:13]=[CH:12][C:11]3[C:10](=[CH:9][CH:8]=[N:7][C:16]=3[CH3:30])[N:15]=2)=[O:5])[CH2:26][CH2:25]1)[C:18]1[CH:23]=[CH:22][CH:21]=[CH:20][CH:19]=1, predict the reactants needed to synthesize it. The reactants are: [CH2:1]([NH:3][C:4]([NH2:6])=[O:5])[CH3:2].[N:7]1[C:16]2[C:11](=[CH:12][CH:13]=[CH:14][N:15]=2)[CH:10]=[CH:9][CH:8]=1.[CH2:17]([CH:24]1[CH2:29][CH2:28][NH:27][CH2:26][CH2:25]1)[C:18]1[CH:23]=[CH:22][CH:21]=[CH:20][CH:19]=1.[C:30](=O)([O-])[O-].[Na+].[Na+]. (7) The reactants are: Br[C:2]1[C:7]([CH3:8])=[CH:6][C:5]([C:9]2[N:10]=[N:11][N:12]([CH2:14][C:15]([CH3:18])([OH:17])[CH3:16])[N:13]=2)=[CH:4][C:3]=1[CH3:19].[F:20][C:21]1[CH:45]=[C:44]([F:46])[C:43](B2OC(C)(C)C(C)(C)O2)=[CH:42][C:22]=1[CH2:23][O:24][C:25]1[N:30]=[CH:29][C:28]2[C@@H:31]3[C@@H:34]([C:35]([O:37][C:38]([CH3:41])([CH3:40])[CH3:39])=[O:36])[C@@H:32]3[CH2:33][C:27]=2[CH:26]=1.C([O-])([O-])=O.[K+].[K+].O. Given the product [F:20][C:21]1[CH:45]=[C:44]([F:46])[C:43]([C:2]2[C:7]([CH3:8])=[CH:6][C:5]([C:9]3[N:10]=[N:11][N:12]([CH2:14][C:15]([OH:17])([CH3:18])[CH3:16])[N:13]=3)=[CH:4][C:3]=2[CH3:19])=[CH:42][C:22]=1[CH2:23][O:24][C:25]1[N:30]=[CH:29][C:28]2[C@@H:31]3[C@@H:34]([C:35]([O:37][C:38]([CH3:41])([CH3:40])[CH3:39])=[O:36])[C@@H:32]3[CH2:33][C:27]=2[CH:26]=1, predict the reactants needed to synthesize it.